From a dataset of Forward reaction prediction with 1.9M reactions from USPTO patents (1976-2016). Predict the product of the given reaction. Given the reactants Cl.[CH3:2][C:3]1([CH3:21])[C:7]([CH3:9])([CH3:8])[O:6][B:5]([C:10]2[CH:11]=[N:12][N:13]([CH:15]3[CH2:20][CH2:19][NH:18][CH2:17][CH2:16]3)[CH:14]=2)[O:4]1.C(N(CC)CC)C.[CH3:29][S:30](Cl)(=[O:32])=[O:31], predict the reaction product. The product is: [CH3:29][S:30]([N:18]1[CH2:19][CH2:20][CH:15]([N:13]2[CH:14]=[C:10]([B:5]3[O:6][C:7]([CH3:8])([CH3:9])[C:3]([CH3:21])([CH3:2])[O:4]3)[CH:11]=[N:12]2)[CH2:16][CH2:17]1)(=[O:32])=[O:31].